Dataset: Reaction yield outcomes from USPTO patents with 853,638 reactions. Task: Predict the reaction yield, written as a fraction of the theoretical maximum amount of product (1.0 means a 100% yield; for example, 0.34 means a 34% yield). (1) The reactants are S(=O)(=O)(O)O.[C:6]([NH:9][C:10]1[CH:11]=[CH:12][C:13]([Br:20])=[C:14]([CH:19]=1)[C:15]([O:17][CH3:18])=[O:16])(=[O:8])[CH3:7].[N+:21]([O-])([OH:23])=[O:22]. The catalyst is O. The product is [C:6]([NH:9][C:10]1[C:19]([N+:21]([O-:23])=[O:22])=[C:14]([C:13]([Br:20])=[CH:12][CH:11]=1)[C:15]([O:17][CH3:18])=[O:16])(=[O:8])[CH3:7]. The yield is 0.620. (2) The reactants are [Br:1][C:2]1[CH:3]=[C:4]2[C:8](=[CH:9][CH:10]=1)[NH:7][C:6](=[O:11])[C:5]2=O.[F:13][C:14]([F:23])([F:22])[C:15]1[CH:16]=[C:17]([CH:19]=[CH:20][CH:21]=1)[NH2:18].C(O)(=O)C. The yield is 0.400. The product is [Br:1][C:2]1[CH:3]=[C:4]2[C:8](=[CH:9][CH:10]=1)[NH:7][C:6](=[O:11])/[C:5]/2=[N:18]\[C:17]1[CH:19]=[CH:20][CH:21]=[C:15]([C:14]([F:13])([F:22])[F:23])[CH:16]=1. The catalyst is CO. (3) The reactants are C(OC([N:8]1[C:12]2[CH:13]=[C:14]([S:18]([C:21]3[CH:25]=[C:24]([C:26]([NH:28][C:29]([O:31][C:32]([CH3:35])([CH3:34])[CH3:33])=[O:30])=[NH:27])[S:23][C:22]=3[S:36][CH3:37])(=[O:20])=[O:19])[CH:15]=[C:16]([Br:17])[C:11]=2[N:10]=[CH:9]1)=O)(C)(C)C.C([O-])([O-])=O.[Na+].[Na+]. The catalyst is CO. The product is [C:32]([O:31][C:29](=[O:30])[NH:28][C:26]([C:24]1[S:23][C:22]([S:36][CH3:37])=[C:21]([S:18]([C:14]2[CH:15]=[C:16]([Br:17])[C:11]3[N:10]=[CH:9][NH:8][C:12]=3[CH:13]=2)(=[O:19])=[O:20])[CH:25]=1)=[NH:27])([CH3:35])([CH3:34])[CH3:33]. The yield is 0.900. (4) The reactants are [NH:1]([C:5]1[CH:11]=[CH:10][C:8]([OH:9])=[CH:7][CH:6]=1)[C:2]([CH3:4])=[O:3].C([O-])([O-])=O.[K+].[K+].[I-].[Na+].Cl[CH:21]([CH3:26])[C:22]([O:24][CH3:25])=[O:23]. The catalyst is CC(C)=O. The product is [CH3:25][O:24][C:22](=[O:23])[CH:21]([O:9][C:8]1[CH:10]=[CH:11][C:5]([NH:1][C:2](=[O:3])[CH3:4])=[CH:6][CH:7]=1)[CH3:26]. The yield is 0.404. (5) The reactants are [Cl:1][C:2]1[CH:7]=[CH:6][C:5]([OH:8])=[CH:4][C:3]=1[CH3:9].[C:10](Cl)(=[O:13])[CH2:11][CH3:12].[Cl-].[Cl-].[Cl-].[Al+3]. No catalyst specified. The product is [Cl:1][C:2]1[C:3]([CH3:9])=[CH:4][C:5]([OH:8])=[C:6]([C:10](=[O:13])[CH2:11][CH3:12])[CH:7]=1. The yield is 0.600. (6) The reactants are [H-].[Al+3].[Li+].[H-].[H-].[H-].[N:7]([CH2:10][C:11]1[CH:19]=[CH:18][CH:17]=[C:16]2[C:12]=1[CH:13]=[N:14][N:15]2[CH:20]1[CH2:25][CH2:24][CH2:23][CH2:22][O:21]1)=[N+]=[N-]. The catalyst is O1CCCC1. The product is [NH2:7][CH2:10][C:11]1[CH:19]=[CH:18][CH:17]=[C:16]2[C:12]=1[CH:13]=[N:14][N:15]2[CH:20]1[CH2:25][CH2:24][CH2:23][CH2:22][O:21]1. The yield is 0.910. (7) The reactants are Br[C:2]1[CH:11]=[C:10]2[C:5]([CH2:6][C:7]([CH3:14])([CH3:13])[CH2:8][C:9]2=[O:12])=[CH:4][CH:3]=1.O1CCOCC1.[N:21]1[CH:26]=[C:25](B(O)O)[CH:24]=[N:23][CH:22]=1.C(=O)([O-])[O-].[Na+].[Na+]. The catalyst is C1C=CC([P]([Pd]([P](C2C=CC=CC=2)(C2C=CC=CC=2)C2C=CC=CC=2)([P](C2C=CC=CC=2)(C2C=CC=CC=2)C2C=CC=CC=2)[P](C2C=CC=CC=2)(C2C=CC=CC=2)C2C=CC=CC=2)(C2C=CC=CC=2)C2C=CC=CC=2)=CC=1.O. The product is [CH3:13][C:7]1([CH3:14])[CH2:6][C:5]2[C:10](=[CH:11][C:2]([C:25]3[CH:26]=[N:21][CH:22]=[N:23][CH:24]=3)=[CH:3][CH:4]=2)[C:9](=[O:12])[CH2:8]1. The yield is 0.680.